From a dataset of Catalyst prediction with 721,799 reactions and 888 catalyst types from USPTO. Predict which catalyst facilitates the given reaction. (1) Reactant: [C:1]([O:5][C:6]([N:8]1[CH2:12][C@@H:11]([O:13][CH3:14])[CH2:10][C@H:9]1[C:15](O)=O)=[O:7])([CH3:4])([CH3:3])[CH3:2].[Br:18][C:19]1[CH:28]=[CH:27]C(C(=O)CBr)=[CH:21][CH:20]=1.C([N:32](CC)[CH:33]([CH3:35])[CH3:34])(C)C.C([O-])(=O)C.[NH4+:42]. Product: [C:1]([O:5][C:6]([N:8]1[CH2:12][C@@H:11]([O:13][CH3:14])[CH2:10][C@H:9]1[C:15]1[NH:42][CH:35]=[C:33]([C:34]2[CH:27]=[CH:28][C:19]([Br:18])=[CH:20][CH:21]=2)[N:32]=1)=[O:7])([CH3:2])([CH3:3])[CH3:4]. The catalyst class is: 2. (2) Reactant: [N+:1]([C:4]1[CH:9]=[CH:8][C:7]([C:10]2[N:11]=[CH:12][NH:13][CH:14]=2)=[CH:6][CH:5]=1)([O-:3])=[O:2].Br[CH2:16][C:17]([O:19][C:20]([CH3:23])([CH3:22])[CH3:21])=[O:18].C(=O)([O-])[O-].[K+].[K+]. Product: [N+:1]([C:4]1[CH:5]=[CH:6][C:7]([C:10]2[N:11]=[CH:12][N:13]([CH2:16][C:17]([O:19][C:20]([CH3:23])([CH3:22])[CH3:21])=[O:18])[CH:14]=2)=[CH:8][CH:9]=1)([O-:3])=[O:2]. The catalyst class is: 3. (3) Reactant: [N:1]1([C:5]2[N:10]=[C:9]([CH2:11][N:12]3[C@@H:16]([CH3:17])[C@@H:15]([C:18]4[CH:23]=[C:22]([C:24]([F:27])([F:26])[F:25])[CH:21]=[C:20]([C:28]([F:31])([F:30])[F:29])[CH:19]=4)[O:14][C:13]3=[O:32])[C:8](Br)=[CH:7][CH:6]=2)[CH2:4][CH2:3][CH2:2]1.[CH3:34][O:35][C:36]1[CH:41]=[CH:40][C:39]([N+:42]([O-:44])=[O:43])=[CH:38][C:37]=1B1OCC(C)(C)CO1.N#N.C([O-])([O-])=O.[K+].[K+]. Product: [N:1]1([C:5]2[N:10]=[C:9]([CH2:11][N:12]3[C@@H:16]([CH3:17])[C@@H:15]([C:18]4[CH:23]=[C:22]([C:24]([F:27])([F:26])[F:25])[CH:21]=[C:20]([C:28]([F:31])([F:30])[F:29])[CH:19]=4)[O:14][C:13]3=[O:32])[C:8]([C:37]3[CH:38]=[C:39]([N+:42]([O-:44])=[O:43])[CH:40]=[CH:41][C:36]=3[O:35][CH3:34])=[CH:7][CH:6]=2)[CH2:4][CH2:3][CH2:2]1. The catalyst class is: 20. (4) Reactant: [F:1][C:2]([F:7])([F:6])[C:3]([O-:5])=[O:4].[C:8]([CH2:11][C@@H:12]([NH:18][S:19]([C:22]1[S:23][C:24]([C:27]#[C:28][C:29]2[CH:30]=[C:31]([CH3:35])[CH:32]=[CH:33][CH:34]=2)=[CH:25][CH:26]=1)(=[O:21])=[O:20])[CH2:13][N+:14]([CH3:17])([CH3:16])[CH3:15])([OH:10])=[O:9]. Product: [F:1][C:2]([F:7])([F:6])[C:3]([O-:5])=[O:4].[C:8]([CH2:11][C@@H:12]([NH:18][S:19]([C:22]1[S:23][C:24]([CH2:27][CH2:28][C:29]2[CH:34]=[CH:33][CH:32]=[C:31]([CH3:35])[CH:30]=2)=[CH:25][CH:26]=1)(=[O:20])=[O:21])[CH2:13][N+:14]([CH3:17])([CH3:15])[CH3:16])([OH:10])=[O:9]. The catalyst class is: 19. (5) Reactant: C([O:4][CH2:5][C@:6]1([CH2:32][O:33][CH2:34][C:35]2[CH:40]=[CH:39][CH:38]=[CH:37][CH:36]=2)[O:10][C@@H:9]([N:11]2[CH:19]=[C:17]([CH3:18])[C:15](=[O:16])[NH:14][C:12]2=[O:13])[C@H:8]([O:20]C(=O)C)[C@@H:7]1[O:24][CH2:25][C:26]1[CH:31]=[CH:30][CH:29]=[CH:28][CH:27]=1)(=O)C.C[O-].[Na+].Cl. Product: [CH2:25]([O:24][C@@H:7]1[C@@:6]([CH2:5][OH:4])([CH2:32][O:33][CH2:34][C:35]2[CH:40]=[CH:39][CH:38]=[CH:37][CH:36]=2)[O:10][C@@H:9]([N:11]2[CH:19]=[C:17]([CH3:18])[C:15](=[O:16])[NH:14][C:12]2=[O:13])[C@@H:8]1[OH:20])[C:26]1[CH:27]=[CH:28][CH:29]=[CH:30][CH:31]=1. The catalyst class is: 5. (6) Reactant: [CH:1]([C:4]1[CH:25]=[CH:24][C:7]([C:8]([NH:10][CH2:11][C:12]([C:14]2[CH:15]=[C:16]([CH:21]=[CH:22][CH:23]=2)[C:17]([O:19][CH3:20])=[O:18])=[O:13])=O)=[CH:6][CH:5]=1)([CH3:3])[CH3:2].[OH-].[Na+]. Product: [CH:1]([C:4]1[CH:25]=[CH:24][C:7]([C:8]2[O:13][C:12]([C:14]3[CH:15]=[C:16]([CH:21]=[CH:22][CH:23]=3)[C:17]([O:19][CH3:20])=[O:18])=[CH:11][N:10]=2)=[CH:6][CH:5]=1)([CH3:3])[CH3:2]. The catalyst class is: 265.